Dataset: Reaction yield outcomes from USPTO patents with 853,638 reactions. Task: Predict the reaction yield, written as a fraction of the theoretical maximum amount of product (1.0 means a 100% yield; for example, 0.34 means a 34% yield). The reactants are [ClH:1].O1CCOCC1.[C:8]1([C:14]2[N:19]=[C:18]([C:20]([N:22]3[CH2:27][CH2:26][N:25](C(OC(C)(C)C)=O)[CH2:24][CH:23]3[CH2:35][O:36][C:37]3[CH:38]=[N:39][CH:40]=[CH:41][CH:42]=3)=[O:21])[CH:17]=[CH:16][CH:15]=2)[CH:13]=[CH:12][CH:11]=[CH:10][CH:9]=1. The catalyst is CO. The product is [ClH:1].[ClH:1].[C:8]1([C:14]2[N:19]=[C:18]([C:20]([N:22]3[CH2:27][CH2:26][NH:25][CH2:24][CH:23]3[CH2:35][O:36][C:37]3[CH:38]=[N:39][CH:40]=[CH:41][CH:42]=3)=[O:21])[CH:17]=[CH:16][CH:15]=2)[CH:9]=[CH:10][CH:11]=[CH:12][CH:13]=1. The yield is 0.990.